This data is from Reaction yield outcomes from USPTO patents with 853,638 reactions. The task is: Predict the reaction yield, written as a fraction of the theoretical maximum amount of product (1.0 means a 100% yield; for example, 0.34 means a 34% yield). (1) The reactants are [NH2:1][C@@H:2]([CH:6]([CH3:8])[CH3:7])[C:3]([OH:5])=[O:4].[OH-].[Na+].Cl[C:12]([O:14][CH3:15])=[O:13]. The catalyst is O1CCOCC1. The product is [CH3:15][O:14][C:12]([NH:1][C@@H:2]([CH:6]([CH3:8])[CH3:7])[C:3]([OH:5])=[O:4])=[O:13]. The yield is 0.940. (2) The reactants are Cl.[NH:2]1[CH2:5][CH:4]([C:6]2[NH:7][C:8](=[O:19])[C:9]3[CH:14]=[N:13][N:12]([C:15]([CH3:18])([CH3:17])[CH3:16])[C:10]=3[N:11]=2)[CH2:3]1.Br[C:21]1[CH:26]=[CH:25][CH:24]=[CH:23][N:22]=1.[Li+].C[Si]([N-][Si](C)(C)C)(C)C.Cl.C([O-])([O-])=O.[Na+].[Na+]. The catalyst is C1C=CC(/C=C/C(/C=C/C2C=CC=CC=2)=O)=CC=1.C1C=CC(/C=C/C(/C=C/C2C=CC=CC=2)=O)=CC=1.C1C=CC(/C=C/C(/C=C/C2C=CC=CC=2)=O)=CC=1.[Pd].[Pd].C1(P(C2CCCCC2)C2C=CC=CC=2C2C=CC=CC=2)CCCCC1.C(Cl)Cl. The product is [C:15]([N:12]1[C:10]2[N:11]=[C:6]([CH:4]3[CH2:3][N:2]([C:21]4[CH:26]=[CH:25][CH:24]=[CH:23][N:22]=4)[CH2:5]3)[NH:7][C:8](=[O:19])[C:9]=2[CH:14]=[N:13]1)([CH3:16])([CH3:18])[CH3:17]. The yield is 0.770. (3) The reactants are [CH3:1][S:2]([NH:5][C:6]1[CH:11]=[CH:10][CH:9]=[C:8]([C:12]2[C:20]3[C:15](=[CH:16][CH:17]=[C:18]([C:21]4[N:25]=[CH:24][N:23](C(C5C=CC=CC=5)(C5C=CC=CC=5)C5C=CC=CC=5)[N:22]=4)[CH:19]=3)[N:14](C3CCCCO3)[N:13]=2)[CH:7]=1)(=[O:4])=[O:3]. The catalyst is O1CCOCC1.Cl. The product is [NH:23]1[CH:24]=[N:25][C:21]([C:18]2[CH:19]=[C:20]3[C:15](=[CH:16][CH:17]=2)[NH:14][N:13]=[C:12]3[C:8]2[CH:7]=[C:6]([NH:5][S:2]([CH3:1])(=[O:3])=[O:4])[CH:11]=[CH:10][CH:9]=2)=[N:22]1. The yield is 0.710. (4) The yield is 0.840. The reactants are [CH3:1][C:2]1[CH:12]=[CH:11][C:10]([NH:13][C:14](=[O:33])[C:15]2[CH:20]=[CH:19][C:18]([CH2:21][N:22]3[CH2:27][CH2:26][N:25]([CH3:28])[CH2:24][CH2:23]3)=[C:17]([C:29]([F:32])([F:31])[F:30])[CH:16]=2)=[CH:9][C:3]=1[C:4](OCC)=[O:5].[H-].[Al+3].[Li+].[H-].[H-].[H-].O.[O-]S([O-])(=O)=O.[Mg+2]. The product is [OH:5][CH2:4][C:3]1[CH:9]=[C:10]([NH:13][C:14](=[O:33])[C:15]2[CH:20]=[CH:19][C:18]([CH2:21][N:22]3[CH2:23][CH2:24][N:25]([CH3:28])[CH2:26][CH2:27]3)=[C:17]([C:29]([F:32])([F:30])[F:31])[CH:16]=2)[CH:11]=[CH:12][C:2]=1[CH3:1]. The catalyst is C1COCC1.C(OCC)C. (5) The reactants are Br[C:2]1[CH:7]=[CH:6][C:5]([NH:8][S:9]([CH3:12])(=[O:11])=[O:10])=[CH:4][C:3]=1[CH3:13].[B:14]1([B:14]2[O:18][C:17]([CH3:20])([CH3:19])[C:16]([CH3:22])([CH3:21])[O:15]2)[O:18][C:17]([CH3:20])([CH3:19])[C:16]([CH3:22])([CH3:21])[O:15]1.CC([O-])=O.[K+].N#N. The catalyst is CN(C=O)C.C1C=CC(P(C2C=CC=CC=2)[C-]2C=CC=C2)=CC=1.C1C=CC(P(C2C=CC=CC=2)[C-]2C=CC=C2)=CC=1.Cl[Pd]Cl.[Fe+2]. The product is [CH3:13][C:3]1[CH:4]=[C:5]([NH:8][S:9]([CH3:12])(=[O:11])=[O:10])[CH:6]=[CH:7][C:2]=1[B:14]1[O:18][C:17]([CH3:20])([CH3:19])[C:16]([CH3:22])([CH3:21])[O:15]1. The yield is 0.600. (6) The product is [CH2:21]([O:10][C:4]1[CH:3]=[C:2]([Cl:1])[CH:9]=[CH:8][C:5]=1[CH:6]=[O:7])[CH:17]=[CH2:18]. The yield is 0.970. No catalyst specified. The reactants are [Cl:1][C:2]1[CH:9]=[CH:8][C:5]([CH:6]=[O:7])=[C:4]([OH:10])[CH:3]=1.C(=O)([O-])[O-].[Cs+].[Cs+].[CH2:17]1[CH2:21]OC[CH2:18]1.